Dataset: Reaction yield outcomes from USPTO patents with 853,638 reactions. Task: Predict the reaction yield, written as a fraction of the theoretical maximum amount of product (1.0 means a 100% yield; for example, 0.34 means a 34% yield). (1) The reactants are C[Si](C)(C)[C:3]#[C:4][C:5]1[S:6][CH:7]=[CH:8][CH:9]=1.[C:12]1([N:18]=[N+:19]=[N-:20])[CH:17]=[CH:16][CH:15]=[CH:14][CH:13]=1.CN(C)CCN(C)CCN(C)C.CCCC[N+](CCCC)(CCCC)CCCC.[F-]. The catalyst is C1COCC1.[Cu]I. The product is [C:12]1([N:18]2[CH:3]=[C:4]([C:5]3[S:6][CH:7]=[CH:8][CH:9]=3)[N:20]=[N:19]2)[CH:17]=[CH:16][CH:15]=[CH:14][CH:13]=1. The yield is 0.476. (2) The reactants are [C:1]([C:4]1[CH:9]=[N:8][N:7]2[CH:10]=[C:11]([C:13]3[N:14]=[N:15][N:16]([C:18]4[CH:23]=[CH:22][CH:21]=[CH:20][CH:19]=4)[CH:17]=3)[CH:12]=[C:6]2[C:5]=1[NH:24][C@H:25]1[C@@H:29]([CH2:30][CH3:31])[CH2:28][N:27](C(OC(C)(C)C)=O)[CH2:26]1)(=[O:3])[NH2:2].Cl.O1CCOCC1. The catalyst is ClCCl. The product is [CH2:30]([C@H:29]1[CH2:28][NH:27][CH2:26][C@H:25]1[NH:24][C:5]1[C:6]2[N:7]([CH:10]=[C:11]([C:13]3[N:14]=[N:15][N:16]([C:18]4[CH:23]=[CH:22][CH:21]=[CH:20][CH:19]=4)[CH:17]=3)[CH:12]=2)[N:8]=[CH:9][C:4]=1[C:1]([NH2:2])=[O:3])[CH3:31]. The yield is 0.990. (3) The reactants are [F:1][C:2]1[CH:7]=[CH:6][C:5]([CH2:8][C:9]2[CH:18]=[C:17]3[C:12]([C:13]([OH:29])=[C:14]([C:24](OCC)=[O:25])[C:15](=[O:23])[N:16]3[CH2:19][CH2:20][CH2:21][OH:22])=[N:11][CH:10]=2)=[CH:4][CH:3]=1.[NH2:30][CH2:31][C@@H:32]([OH:34])[CH3:33]. No catalyst specified. The product is [F:1][C:2]1[CH:3]=[CH:4][C:5]([CH2:8][C:9]2[CH:18]=[C:17]3[C:12]([C:13]([OH:29])=[C:14]([C:24]([NH:30][CH2:31][C@@H:32]([OH:34])[CH3:33])=[O:25])[C:15](=[O:23])[N:16]3[CH2:19][CH2:20][CH2:21][OH:22])=[N:11][CH:10]=2)=[CH:6][CH:7]=1. The yield is 0.250. (4) The reactants are [CH3:1][C:2]1[CH:6]=[C:5]([CH:7]([CH3:13])[C:8]([O:10]CC)=[O:9])[NH:4][N:3]=1.O.[OH-].[Na+]. The catalyst is CO. The product is [CH3:1][C:2]1[CH:6]=[C:5]([CH:7]([CH3:13])[C:8]([OH:10])=[O:9])[NH:4][N:3]=1. The yield is 0.760. (5) The reactants are [Br:1][C:2]1[CH:13]=[C:6]2[C:7]([O:9]C(=O)[NH:11][C:5]2=[CH:4][CH:3]=1)=O.Cl.[NH2:15][CH:16]1[CH2:21][CH2:20][C:19](=[O:22])[NH:18][C:17]1=[O:23].C(N(CC)CC)C.C(O)(=O)C. The catalyst is C(#N)C. The product is [NH2:11][C:5]1[CH:4]=[CH:3][C:2]([Br:1])=[CH:13][C:6]=1[C:7]([NH:15][CH:16]1[CH2:21][CH2:20][C:19](=[O:22])[NH:18][C:17]1=[O:23])=[O:9]. The yield is 0.720. (6) The yield is 0.340. The catalyst is COCCOC.CC#N.O. The reactants are Cl[C:2]1[N:7]=[CH:6][N:5]=[C:4]([C:8]([O:10][CH3:11])=[O:9])[CH:3]=1.C([O-])([O-])=O.[K+].[K+].O.B1(C=C)OB([CH:25]=[CH2:26])OB(C=C)O1.C1C=CN=CC=1. The product is [CH:25]([C:2]1[N:7]=[CH:6][N:5]=[C:4]([C:8]([O:10][CH3:11])=[O:9])[CH:3]=1)=[CH2:26]. (7) The catalyst is CN(C)C1C=CN=CC=1.ClC1C=CC=CC=1Cl. The yield is 0.730. The reactants are Cl[C:2]1[C:11]2[C:6](=[CH:7][C:8]([O:14][CH3:15])=[C:9]([O:12][CH3:13])[CH:10]=2)[N:5]=[CH:4][CH:3]=1.[CH3:16][C:17]([C:19]1[CH:24]=[C:23]([O:25][CH3:26])[CH:22]=[CH:21][C:20]=1[OH:27])=[O:18]. The product is [CH3:13][O:12][C:9]1[CH:10]=[C:11]2[C:6](=[CH:7][C:8]=1[O:14][CH3:15])[N:5]=[CH:4][CH:3]=[C:2]2[O:27][C:20]1[CH:21]=[CH:22][C:23]([O:25][CH3:26])=[CH:24][C:19]=1[C:17](=[O:18])[CH3:16]. (8) The reactants are [CH3:1][O:2][C:3]([C:5]1[C:6]([CH3:15])=[N:7][C:8]([CH3:14])=[C:9]([CH:13]=1)[C:10](O)=[O:11])=[O:4].B.C1COCC1.CC(O)=O.O.C([O-])(O)=O.[Na+]. The catalyst is C1COCC1.O.CCOC(C)=O. The product is [OH:11][CH2:10][C:9]1[C:8]([CH3:14])=[N:7][C:6]([CH3:15])=[C:5]([CH:13]=1)[C:3]([O:2][CH3:1])=[O:4]. The yield is 0.710.